Dataset: Forward reaction prediction with 1.9M reactions from USPTO patents (1976-2016). Task: Predict the product of the given reaction. (1) Given the reactants [C:1]([NH:4][C:5]1[CH:10]=[CH:9][C:8]([O:11]C(=O)C)=[CH:7][C:6]=1[O:15][CH2:16][C:17]([CH3:19])=[CH2:18])(=[O:3])[CH3:2].N, predict the reaction product. The product is: [OH:11][C:8]1[CH:9]=[CH:10][C:5]([NH:4][C:1](=[O:3])[CH3:2])=[C:6]([O:15][CH2:16][C:17]([CH3:19])=[CH2:18])[CH:7]=1. (2) The product is: [Br:17][C:18]1[CH:24]=[CH:23][C:21]([NH:22][CH2:1][C:3]2[CH:16]=[CH:15][C:6]([C:7]([NH:9][CH2:10][CH2:11][C:12]([OH:14])=[O:13])=[O:8])=[CH:5][CH:4]=2)=[CH:20][CH:19]=1. Given the reactants [CH:1]([C:3]1[CH:16]=[CH:15][C:6]([C:7]([NH:9][CH2:10][CH2:11][C:12]([OH:14])=[O:13])=[O:8])=[CH:5][CH:4]=1)=O.[Br:17][C:18]1[CH:24]=[CH:23][C:21]([NH2:22])=[CH:20][CH:19]=1.C(O)(=O)C.C([BH3-])#N.[Na+], predict the reaction product. (3) The product is: [BrH:1].[CH2:2]([O:4][C:5]([C:6]1[C:7]2[CH2:16][CH2:15][C:14]3[CH:13]=[N:12][CH:11]=[CH:10][C:9]=3[C:8]=2[NH:19][C:18]=1[Br:1])=[O:20])[CH3:3]. Given the reactants [BrH:1].[CH2:2]([O:4][C:5](=[O:20])[CH:6]([C:18]#[N:19])[CH:7]1[CH2:16][CH2:15][C:14]2[CH:13]=[N:12][CH:11]=[CH:10][C:9]=2[C:8]1=O)[CH3:3], predict the reaction product. (4) Given the reactants [CH3:1][O:2][C:3]1[CH:4]=[C:5]([C:11]2[CH:16]=[CH:15][N:14]=[C:13]3[NH:17][CH:18]=[CH:19][C:12]=23)[CH:6]=[CH:7][C:8]=1[O:9][CH3:10].[OH-].[Na+].[N:22]1[C:31]2[C:26](=[CH:27][CH:28]=[CH:29][C:30]=2[S:32](Cl)(=[O:34])=[O:33])[CH:25]=[CH:24][CH:23]=1.C(Cl)Cl, predict the reaction product. The product is: [CH3:1][O:2][C:3]1[CH:4]=[C:5]([C:11]2[CH:16]=[CH:15][N:14]=[C:13]3[N:17]([S:32]([C:30]4[CH:29]=[CH:28][CH:27]=[C:26]5[C:31]=4[N:22]=[CH:23][CH:24]=[CH:25]5)(=[O:33])=[O:34])[CH:18]=[CH:19][C:12]=23)[CH:6]=[CH:7][C:8]=1[O:9][CH3:10]. (5) Given the reactants [NH2:1][C:2]1[CH:26]=[CH:25][C:5]([O:6][C:7]2[CH:8]=[C:9]3[C:14](=[N:15][CH:16]=2)[N:13]([OH:17])[C:12](=[O:18])[C:11]([C:19]([O:21][CH2:22][CH3:23])=[O:20])=[C:10]3[OH:24])=[CH:4][CH:3]=1.[CH3:27][C:28](O)=O.[CH:31](=O)[CH3:32].C([BH3-])#N.[Na+], predict the reaction product. The product is: [CH2:31]([N:1]([CH2:27][CH3:28])[C:2]1[CH:26]=[CH:25][C:5]([O:6][C:7]2[CH:8]=[C:9]3[C:14](=[N:15][CH:16]=2)[N:13]([OH:17])[C:12](=[O:18])[C:11]([C:19]([O:21][CH2:22][CH3:23])=[O:20])=[C:10]3[OH:24])=[CH:4][CH:3]=1)[CH3:32].